Dataset: NCI-60 drug combinations with 297,098 pairs across 59 cell lines. Task: Regression. Given two drug SMILES strings and cell line genomic features, predict the synergy score measuring deviation from expected non-interaction effect. Drug 1: CC1=C2C(C(=O)C3(C(CC4C(C3C(C(C2(C)C)(CC1OC(=O)C(C(C5=CC=CC=C5)NC(=O)C6=CC=CC=C6)O)O)OC(=O)C7=CC=CC=C7)(CO4)OC(=O)C)O)C)OC(=O)C. Drug 2: CCC1(C2=C(COC1=O)C(=O)N3CC4=CC5=C(C=CC(=C5CN(C)C)O)N=C4C3=C2)O.Cl. Cell line: MALME-3M. Synergy scores: CSS=18.0, Synergy_ZIP=-13.5, Synergy_Bliss=-8.99, Synergy_Loewe=-16.8, Synergy_HSA=-6.55.